Dataset: Catalyst prediction with 721,799 reactions and 888 catalyst types from USPTO. Task: Predict which catalyst facilitates the given reaction. (1) Reactant: C([O:4][CH2:5][CH2:6][C:7]([F:21])([F:20])[CH2:8][N:9]1[C:13](=[O:14])[C:12]2=[CH:15][CH:16]=[CH:17][CH:18]=[C:11]2[C:10]1=[O:19])(=O)C.CC(C[AlH]CC(C)C)C.[NH4+].[Cl-].[O-]S([O-])(=O)=O.[Mg+2]. Product: [F:21][C:7]([F:20])([CH2:6][CH2:5][OH:4])[CH2:8][N:9]1[C:13](=[O:14])[C:12]2=[CH:15][CH:16]=[CH:17][CH:18]=[C:11]2[C:10]1=[O:19]. The catalyst class is: 165. (2) Reactant: C(O[BH-](OC(=O)C)OC(=O)C)(=O)C.[Na+].[CH2:15]([NH2:19])[CH:16]([CH3:18])[CH3:17].[C:20]([O:24][C:25]([N:27]1[CH2:33][CH2:32][CH2:31][C@H:28]1[CH:29]=O)=[O:26])([CH3:23])([CH3:22])[CH3:21].[OH-].[Na+]. Product: [CH2:15]([NH:19][CH2:29][C@@H:28]1[CH2:31][CH2:32][CH2:33][N:27]1[C:25]([O:24][C:20]([CH3:21])([CH3:23])[CH3:22])=[O:26])[CH:16]([CH3:18])[CH3:17]. The catalyst class is: 325. (3) Reactant: [CH3:1][C:2]1[N:6]=[C:5]([CH3:7])[NH:4][N:3]=1.[H-].[Na+].[CH2:10]([O:17][C:18](=[O:24])[CH:19](Br)[C:20](=[O:22])[CH3:21])[C:11]1[CH:16]=[CH:15][CH:14]=[CH:13][CH:12]=1. Product: [CH3:1][C:2]1[N:6]=[C:5]([CH3:7])[N:4]([CH:19]([C:20](=[O:22])[CH3:21])[C:18]([O:17][CH2:10][C:11]2[CH:16]=[CH:15][CH:14]=[CH:13][CH:12]=2)=[O:24])[N:3]=1. The catalyst class is: 1. (4) Reactant: Br[C:2]1[CH:3]=[N:4][CH:5]=[C:6]([Br:9])[C:7]=1[Cl:8].[CH:10]1(B(O)O)[CH2:12][CH2:11]1.C(=O)([O-])[O-].[Cs+].[Cs+].O1CCOCC1. Product: [Br:9][C:6]1[CH:5]=[N:4][CH:3]=[C:2]([CH:10]2[CH2:12][CH2:11]2)[C:7]=1[Cl:8]. The catalyst class is: 6. (5) Reactant: [CH:1]1([C:4](Cl)=[O:5])[CH2:3][CH2:2]1.[F:7][C:8]1[CH:13]=[CH:12][C:11]([C:14]2[CH:15]=[CH:16][C:17]3[N:18]([C:20]([S:23][C:24]4[CH:33]=[CH:32][C:27]5[N:28]=[C:29]([NH2:31])[S:30][C:26]=5[CH:25]=4)=[CH:21][N:22]=3)[CH:19]=2)=[CH:10][CH:9]=1.N1C=CC=CC=1. Product: [F:7][C:8]1[CH:13]=[CH:12][C:11]([C:14]2[CH:15]=[CH:16][C:17]3[N:18]([C:20]([S:23][C:24]4[CH:33]=[CH:32][C:27]5[N:28]=[C:29]([NH:31][C:4]([CH:1]6[CH2:3][CH2:2]6)=[O:5])[S:30][C:26]=5[CH:25]=4)=[CH:21][N:22]=3)[CH:19]=2)=[CH:10][CH:9]=1. The catalyst class is: 6. (6) Reactant: [OH:1][C@@H:2]1[CH2:6][CH2:5][N:4]([C:7]2[C:8]([C:21]3[CH:26]=[CH:25][CH:24]=[CH:23][CH:22]=3)=[N:9][C:10]3[C:15]([N:16]=2)=[CH:14][C:13]([C:17]([O:19]C)=[O:18])=[CH:12][CH:11]=3)[CH2:3]1.[OH-].[Na+].Cl. Product: [OH:1][C@@H:2]1[CH2:6][CH2:5][N:4]([C:7]2[C:8]([C:21]3[CH:26]=[CH:25][CH:24]=[CH:23][CH:22]=3)=[N:9][C:10]3[C:15]([N:16]=2)=[CH:14][C:13]([C:17]([OH:19])=[O:18])=[CH:12][CH:11]=3)[CH2:3]1. The catalyst class is: 24.